From a dataset of Full USPTO retrosynthesis dataset with 1.9M reactions from patents (1976-2016). Predict the reactants needed to synthesize the given product. (1) Given the product [CH2:1]([O:8][C:9]1[C:10]([C:28]([NH:33][CH3:32])=[O:30])=[N:11][N:12]2[CH2:17][CH:16]([CH3:18])[N:15]([CH2:19][C:20]3[CH:25]=[CH:24][C:23]([F:26])=[CH:22][CH:21]=3)[C:14](=[O:27])[C:13]=12)[C:2]1[CH:3]=[CH:4][CH:5]=[CH:6][CH:7]=1, predict the reactants needed to synthesize it. The reactants are: [CH2:1]([O:8][C:9]1[C:10]([C:28]([O:30]C)=O)=[N:11][N:12]2[CH2:17][CH:16]([CH3:18])[N:15]([CH2:19][C:20]3[CH:25]=[CH:24][C:23]([F:26])=[CH:22][CH:21]=3)[C:14](=[O:27])[C:13]=12)[C:2]1[CH:7]=[CH:6][CH:5]=[CH:4][CH:3]=1.[CH3:32][NH2:33]. (2) The reactants are: Br[C:2]1[CH:3]=[N:4][C:5]([C:8]([OH:11])([CH3:10])[CH3:9])=[N:6][CH:7]=1.[B:12]1([B:12]2[O:16][C:15]([CH3:18])([CH3:17])[C:14]([CH3:20])([CH3:19])[O:13]2)[O:16][C:15]([CH3:18])([CH3:17])[C:14]([CH3:20])([CH3:19])[O:13]1.C([O-])(=O)C.[K+]. Given the product [CH3:19][C:14]1([CH3:20])[C:15]([CH3:18])([CH3:17])[O:16][B:12]([C:2]2[CH:3]=[N:4][C:5]([C:8]([OH:11])([CH3:10])[CH3:9])=[N:6][CH:7]=2)[O:13]1, predict the reactants needed to synthesize it. (3) Given the product [Br:20][C:21]1[CH:26]=[CH:25][C:24]([N:8]2[C:9]3[CH:15]=[CH:14][CH:13]=[CH:12][C:10]=3[C:11]3[CH:1]=[CH:2][CH:3]=[CH:4][C:5]=3[C:6]3[CH:19]=[CH:18][CH:17]=[CH:16][C:7]2=3)=[CH:23][CH:22]=1, predict the reactants needed to synthesize it. The reactants are: [CH:1]1[C:11]2[C:10]3[CH:12]=[CH:13][CH:14]=[CH:15][C:9]=3[NH:8][C:7]3[CH:16]=[CH:17][CH:18]=[CH:19][C:6]=3[C:5]=2[CH:4]=[CH:3][CH:2]=1.[Br:20][C:21]1[CH:26]=[CH:25][C:24](Br)=[CH:23][CH:22]=1.[OH-].[K+]. (4) Given the product [C:15]1([CH3:24])[CH:20]=[CH:19][CH:18]=[CH:17][C:16]=1[NH:21][C:22]1[O:14][C:3]2[CH:4]=[C:5]([CH2:8][C:9]([OH:11])=[O:10])[CH:6]=[CH:7][C:2]=2[N:1]=1, predict the reactants needed to synthesize it. The reactants are: [NH2:1][C:2]1[CH:7]=[CH:6][C:5]([CH2:8][C:9]([O:11]CC)=[O:10])=[CH:4][C:3]=1[OH:14].[C:15]1([CH3:24])[C:16]([N:21]=[C:22]=S)=[CH:17][CH:18]=[CH:19][CH:20]=1.C1(N=C=NC2CCCCC2)CCCCC1. (5) Given the product [Cl:37][C:15]1[N:10]2[N:9]=[C:8]([C:3]3[CH:4]=[CH:5][CH:6]=[CH:7][C:2]=3[Cl:1])[C:18]([C:19]3[CH:24]=[CH:23][C:22]([Cl:25])=[CH:21][CH:20]=3)=[C:11]2[N:12]=[C:13]([CH3:17])[N:14]=1, predict the reactants needed to synthesize it. The reactants are: [Cl:1][C:2]1[CH:7]=[CH:6][CH:5]=[CH:4][C:3]=1[C:8]1[C:18]([C:19]2[CH:24]=[CH:23][C:22]([Cl:25])=[CH:21][CH:20]=2)=[C:11]2[N:12]=[C:13]([CH3:17])[NH:14][C:15](=O)[N:10]2[N:9]=1.C(N(C(C)C)CC)(C)C.O=P(Cl)(Cl)[Cl:37].